This data is from Full USPTO retrosynthesis dataset with 1.9M reactions from patents (1976-2016). The task is: Predict the reactants needed to synthesize the given product. (1) Given the product [CH3:1][C@@:2]12[C@:10]([OH:18])([CH2:11][C:12]3[CH:13]=[CH:14][N+:15]([O-:35])=[CH:16][CH:17]=3)[CH2:9][CH2:8][C@H:7]1[C@@H:6]1[CH2:19][CH2:20][C:21]3[C:26]([F:27])=[C:25]([C:28]#[N:29])[CH:24]=[CH:23][C:22]=3[C@H:5]1[CH2:4][CH2:3]2, predict the reactants needed to synthesize it. The reactants are: [CH3:1][C@@:2]12[C@:10]([OH:18])([CH2:11][C:12]3[CH:17]=[CH:16][N:15]=[CH:14][CH:13]=3)[CH2:9][CH2:8][C@H:7]1[C@@H:6]1[CH2:19][CH2:20][C:21]3[C:26]([F:27])=[C:25]([C:28]#[N:29])[CH:24]=[CH:23][C:22]=3[C@H:5]1[CH2:4][CH2:3]2.ClC1C=C(C=CC=1)C(OO)=[O:35]. (2) The reactants are: Cl.Cl.[NH:3]1[CH2:8][CH2:7][CH:6](/[CH:9]=[C:10]2/[C:11]([NH:16][CH2:17][C:18]#[CH:19])=[N:12][C:13](=[O:15])[S:14]/2)[CH2:5][CH2:4]1.[Cl:20][C:21]1[CH:28]=[CH:27][C:24]([CH:25]=O)=[C:23]([C:29]([F:32])([F:31])[F:30])[CH:22]=1.C(N(CC)CC)C.C(O[BH-](OC(=O)C)OC(=O)C)(=O)C.[Na+]. Given the product [Cl:20][C:21]1[CH:28]=[CH:27][C:24]([CH2:25][N:3]2[CH2:8][CH2:7][CH:6](/[CH:9]=[C:10]3/[C:11]([NH:16][CH2:17][C:18]#[CH:19])=[N:12][C:13](=[O:15])[S:14]/3)[CH2:5][CH2:4]2)=[C:23]([C:29]([F:30])([F:31])[F:32])[CH:22]=1, predict the reactants needed to synthesize it. (3) The reactants are: [CH3:1][O:2][C:3]1[CH:4]=[C:5]([CH:15]=[C:16]([O:20][CH3:21])[C:17]=1[O:18][CH3:19])[O:6][CH2:7][CH2:8][CH2:9][C:10]([O:12]CC)=[O:11].Cl. Given the product [CH3:1][O:2][C:3]1[CH:4]=[C:5]([CH:15]=[C:16]([O:20][CH3:21])[C:17]=1[O:18][CH3:19])[O:6][CH2:7][CH2:8][CH2:9][C:10]([OH:12])=[O:11], predict the reactants needed to synthesize it. (4) Given the product [O:30]1[CH2:31][CH2:32][N:27]([CH2:2][C:3]2([OH:1])[CH2:4][CH2:5][N:6]([C:9]3[CH:14]=[CH:13][C:12]([N:15]4[CH2:19][C@H:18]([CH2:20][NH:21][C:22](=[O:24])[CH3:23])[O:17][C:16]4=[O:25])=[CH:11][C:10]=3[F:26])[CH2:7][CH2:8]2)[CH2:28][CH2:29]1, predict the reactants needed to synthesize it. The reactants are: [O:1]1[C:3]2([CH2:8][CH2:7][N:6]([C:9]3[CH:14]=[CH:13][C:12]([N:15]4[CH2:19][C@H:18]([CH2:20][NH:21][C:22](=[O:24])[CH3:23])[O:17][C:16]4=[O:25])=[CH:11][C:10]=3[F:26])[CH2:5][CH2:4]2)[CH2:2]1.[NH:27]1[CH2:32][CH2:31][O:30][CH2:29][CH2:28]1. (5) Given the product [C:30]([O:29][C:27]([N:24]1[CH:25]=[CH:26][C:22]([C:4]2[C:5]3[O:9][C:8]([C:10](=[O:12])[CH3:11])=[C:7]([CH2:13][C:14]4[CH:19]=[CH:18][CH:17]=[C:16]([F:20])[CH:15]=4)[C:6]=3[CH:21]=[C:2]([F:1])[CH:3]=2)=[CH:23]1)=[O:28])([CH3:33])([CH3:32])[CH3:31], predict the reactants needed to synthesize it. The reactants are: [F:1][C:2]1[CH:3]=[C:4]([C:22]2[CH:26]=[CH:25][NH:24][CH:23]=2)[C:5]2[O:9][C:8]([C:10](=[O:12])[CH3:11])=[C:7]([CH2:13][C:14]3[CH:19]=[CH:18][CH:17]=[C:16]([F:20])[CH:15]=3)[C:6]=2[CH:21]=1.[C:27](O[C:27]([O:29][C:30]([CH3:33])([CH3:32])[CH3:31])=[O:28])([O:29][C:30]([CH3:33])([CH3:32])[CH3:31])=[O:28]. (6) Given the product [CH:1]1([CH:7]([O:24][CH2:25][C:26]#[CH:27])[CH:8]([C:12]2[CH:13]=[CH:14][CH:15]=[CH:16][CH:17]=2)[CH2:9][CH2:10][N:38]2[CH2:37][CH2:36][N:35]([C:32]3[CH:33]=[CH:34][C:29]([F:28])=[CH:30][C:31]=3[O:41][CH3:42])[CH2:40][CH2:39]2)[CH2:2][CH2:3][CH2:4][CH2:5][CH2:6]1, predict the reactants needed to synthesize it. The reactants are: [CH:1]1([CH:7]([O:24][CH2:25][C:26]#[CH:27])[C:8](C2C=CC=CC=2)([C:12]2[CH:17]=[CH:16][CH:15]=[CH:14][CH:13]=2)[CH2:9][CH:10]=O)[CH2:6][CH2:5][CH2:4][CH2:3][CH2:2]1.[F:28][C:29]1[CH:34]=[CH:33][C:32]([N:35]2[CH2:40][CH2:39][NH:38][CH2:37][CH2:36]2)=[C:31]([O:41][CH3:42])[CH:30]=1. (7) Given the product [CH3:1][O:2][C:3](=[O:30])[CH2:4][CH2:5][C@H:6]([C@@H:8]1[C@:25]2([CH3:26])[C@H:11]([C@H:12]3[C@H:22]([CH2:23][C@@H:24]2[OH:27])[C@:20]2([CH3:21])[C@@H:15]([CH2:16][C@@H:17]([NH:28][C:38](=[O:58])[CH2:39][CH2:40][CH2:41][CH2:42][CH2:43][CH2:44][CH2:45][CH2:46][CH2:47][CH2:48][CH2:49][CH2:50][CH2:51][CH2:52][CH2:53][CH2:54][CH2:55][CH2:56][CH3:57])[CH2:18][CH2:19]2)[CH2:14][C@H:13]3[OH:29])[CH2:10][CH2:9]1)[CH3:7], predict the reactants needed to synthesize it. The reactants are: [CH3:1][O:2][C:3](=[O:30])[CH2:4][CH2:5][C@H:6]([C@@H:8]1[C@:25]2([CH3:26])[C@H:11]([C@H:12]3[C@H:22]([CH2:23][C@@H:24]2[OH:27])[C@:20]2([CH3:21])[C@@H:15]([CH2:16][C@@H:17]([NH2:28])[CH2:18][CH2:19]2)[CH2:14][C@H:13]3[OH:29])[CH2:10][CH2:9]1)[CH3:7].C(N(CC)CC)C.[C:38](Cl)(=[O:58])[CH2:39][CH2:40][CH2:41][CH2:42][CH2:43][CH2:44][CH2:45][CH2:46][CH2:47][CH2:48][CH2:49][CH2:50][CH2:51][CH2:52][CH2:53][CH2:54][CH2:55][CH2:56][CH3:57].O. (8) The reactants are: [F:1][C:2]1[CH:7]=[C:6]([F:8])[CH:5]=[CH:4][C:3]=1[CH:9]1[CH2:14][CH:13]([C:15]([O:17]C)=[O:16])[CH2:12][CH2:11][N:10]1[C:19]([O:21][CH3:22])=[O:20].C(#N)C.[Br-].[Li+].CCN(CC)CC. Given the product [F:1][C:2]1[CH:7]=[C:6]([F:8])[CH:5]=[CH:4][C:3]=1[CH:9]1[CH2:14][CH:13]([C:15]([OH:17])=[O:16])[CH2:12][CH2:11][N:10]1[C:19]([O:21][CH3:22])=[O:20], predict the reactants needed to synthesize it. (9) Given the product [ClH:37].[C:11]([C:13]1[CH:14]=[CH:15][C:16]([CH2:19][NH:20][C:21](=[O:35])[CH:22]([C:26]2[C:31]([F:32])=[CH:30][CH:29]=[C:28]([OH:33])[C:27]=2[F:34])[O:23][CH2:24][CH3:25])=[CH:17][CH:18]=1)(=[NH:10])[NH2:12], predict the reactants needed to synthesize it. The reactants are: C(OC(=O)[NH:10][C:11]([C:13]1[CH:18]=[CH:17][C:16]([CH2:19][NH:20][C:21](=[O:35])[CH:22]([C:26]2[C:31]([F:32])=[CH:30][CH:29]=[C:28]([OH:33])[C:27]=2[F:34])[O:23][CH2:24][CH3:25])=[CH:15][CH:14]=1)=[NH:12])C1C=CC=CC=1.[ClH:37]. (10) The reactants are: CO[C:3]1[CH:8]=[N:7][N:6]([CH3:9])[C:5](=[O:10])[CH:4]=1.P(Cl)(Cl)([Cl:13])=O.C(=O)([O-])[O-].[Na+].[Na+]. Given the product [Cl:13][C:3]1[CH:8]=[N:7][N:6]([CH3:9])[C:5](=[O:10])[CH:4]=1, predict the reactants needed to synthesize it.